This data is from Reaction yield outcomes from USPTO patents with 853,638 reactions. The task is: Predict the reaction yield, written as a fraction of the theoretical maximum amount of product (1.0 means a 100% yield; for example, 0.34 means a 34% yield). (1) The reactants are [CH3:1][Si:2]([CH3:15])([CH3:14])[CH2:3][CH2:4][O:5][CH2:6][N:7]1[CH:11]=[C:10]([C:12]#[N:13])[N:9]=[CH:8]1.C1C(=O)N([Br:23])C(=O)C1.CC(N=NC(C#N)(C)C)(C#N)C. The catalyst is C(Cl)(Cl)(Cl)Cl.CCOC(C)=O. The product is [Br:23][C:8]1[N:7]([CH2:6][O:5][CH2:4][CH2:3][Si:2]([CH3:15])([CH3:14])[CH3:1])[CH:11]=[C:10]([C:12]#[N:13])[N:9]=1. The yield is 0.770. (2) The reactants are [C:1]([O:5][C:6]([N:8]1[CH2:13][CH2:12][CH:11]([C:14]([OH:16])=[O:15])[CH2:10][CH2:9]1)=[O:7])([CH3:4])([CH3:3])[CH3:2].[CH2:17](Br)[C:18]1[CH:23]=[CH:22][CH:21]=[CH:20][CH:19]=1.C(=O)([O-])[O-].[K+].[K+]. The catalyst is CC(C)=O. The product is [C:1]([O:5][C:6]([N:8]1[CH2:13][CH2:12][CH:11]([C:14]([O:16][CH2:17][C:18]2[CH:23]=[CH:22][CH:21]=[CH:20][CH:19]=2)=[O:15])[CH2:10][CH2:9]1)=[O:7])([CH3:4])([CH3:2])[CH3:3]. The yield is 0.830.